From a dataset of Acute oral toxicity (LD50) regression data from Zhu et al.. Regression/Classification. Given a drug SMILES string, predict its toxicity properties. Task type varies by dataset: regression for continuous values (e.g., LD50, hERG inhibition percentage) or binary classification for toxic/non-toxic outcomes (e.g., AMES mutagenicity, cardiotoxicity, hepatotoxicity). Dataset: ld50_zhu. (1) The compound is CCc1cc2c(cc1C=O)C(C)(C)CCC2(C)C. The rat oral LD50 is 1.88, given as -log10 of the dose in mol/kg body weight (higher means more acutely toxic). (2) The molecule is O=P(O)(O)CN(CC(O)CN(CP(=O)(O)O)CP(=O)(O)O)CP(=O)(O)O. The rat oral LD50 is 2.04, given as -log10 of the dose in mol/kg body weight (higher means more acutely toxic).